From a dataset of Forward reaction prediction with 1.9M reactions from USPTO patents (1976-2016). Predict the product of the given reaction. (1) Given the reactants [CH3:1][C:2](=[CH2:6])[C:3]([OH:5])=[O:4].Cl[CH2:8][Si:9]([CH3:12])([CH3:11])[CH3:10].C(=O)([O-])[O-].[K+].[K+], predict the reaction product. The product is: [CH3:6][C:2](=[CH2:1])[C:3]([O:5][CH2:8][Si:9]([CH3:12])([CH3:11])[CH3:10])=[O:4]. (2) The product is: [C:1]([C@@H:4]([NH:7][C:8](=[O:29])[C@@H:9]([NH2:21])[CH2:10][C:11]1[C:20]2[C:15](=[CH:16][CH:17]=[CH:18][CH:19]=2)[CH:14]=[CH:13][CH:12]=1)[CH2:5][CH3:6])(=[O:3])[NH2:2]. Given the reactants [C:1]([C@@H:4]([NH:7][C:8](=[O:29])[C@@H:9]([NH:21]C(OC(C)(C)C)=O)[CH2:10][C:11]1[C:20]2[C:15](=[CH:16][CH:17]=[CH:18][CH:19]=2)[CH:14]=[CH:13][CH:12]=1)[CH2:5][CH3:6])(=[O:3])[NH2:2].Cl, predict the reaction product. (3) Given the reactants Cl[CH2:2][CH:3]1[CH:5]([C:6]([O:8]CC)=O)[C:4]1([C:12]1[CH:17]=[CH:16][CH:15]=[C:14]([C:18]#[N:19])[CH:13]=1)[CH3:11].C(=O)([O-])O.[Na+].[CH2:25]([NH2:31])[CH2:26][CH2:27][CH2:28][CH2:29][CH3:30], predict the reaction product. The product is: [CH2:25]([N:31]1[CH2:2][CH:3]2[CH:5]([C:4]2([C:12]2[CH:13]=[C:14]([CH:15]=[CH:16][CH:17]=2)[C:18]#[N:19])[CH3:11])[C:6]1=[O:8])[CH2:26][CH2:27][CH2:28][CH2:29][CH3:30]. (4) The product is: [ClH:28].[CH2:1]([N:8]1[CH2:12][CH2:11][C@@H:10]([C:13]([C:22]2[CH:27]=[CH:26][CH:25]=[CH:24][CH:23]=2)([C:16]2[CH:17]=[CH:18][CH:19]=[CH:20][CH:21]=2)[C:14]#[N:15])[CH2:9]1)[C:2]1[CH:3]=[CH:4][CH:5]=[CH:6][CH:7]=1. Given the reactants [CH2:1]([N:8]1[CH2:12][CH2:11][C@@H:10]([C:13]([C:22]2[CH:27]=[CH:26][CH:25]=[CH:24][CH:23]=2)([C:16]2[CH:21]=[CH:20][CH:19]=[CH:18][CH:17]=2)[C:14]#[N:15])[CH2:9]1)[C:2]1[CH:7]=[CH:6][CH:5]=[CH:4][CH:3]=1.[ClH:28], predict the reaction product. (5) The product is: [IH:22].[CH2:1]([O:3][CH2:4][CH2:5][N:6]1[C:10]2[CH:11]=[CH:12][CH:13]=[CH:14][C:9]=2[N:8]=[C:7]1[N:15]1[CH2:21][CH2:20][CH2:19][NH:18][CH2:17][CH2:16]1)[CH3:2]. Given the reactants [CH2:1]([O:3][CH2:4][CH2:5][N:6]1[C:10]2[CH:11]=[CH:12][CH:13]=[CH:14][C:9]=2[N:8]=[C:7]1[N:15]1[CH2:21][CH2:20][CH2:19][NH:18][CH2:17][CH2:16]1)[CH3:2].[IH:22], predict the reaction product. (6) Given the reactants [NH2:1][C:2]([C:5]1[CH:6]=[C:7]([C:20]2[N:25]=[C:24]([CH3:26])[N:23]=[C:22]([N:27](CC3C=CC([O:44][CH3:45])=CC=3)CC3C=CC(OC)=CC=3)[N:21]=2)[C:8]([NH:11][C:12]2[CH:13]=[N:14][C:15]([O:18][CH3:19])=[CH:16][CH:17]=2)=[N:9][CH:10]=1)([CH3:4])[CH3:3].OS([C:50]([F:53])([F:52])[F:51])(=O)=O.[OH-:54].[Na+], predict the reaction product. The product is: [F:51][C:50]([F:53])([F:52])[C:45]([OH:44])=[O:54].[NH2:1][C:2]([C:5]1[CH:6]=[C:7]([C:20]2[N:25]=[C:24]([CH3:26])[N:23]=[C:22]([NH2:27])[N:21]=2)[C:8]([NH:11][C:12]2[CH:13]=[N:14][C:15]([O:18][CH3:19])=[CH:16][CH:17]=2)=[N:9][CH:10]=1)([CH3:3])[CH3:4]. (7) Given the reactants [CH3:1][C:2]1[CH:7]=[C:6]([NH:8][C:9]([NH:11][CH2:12][CH2:13][N:14]2[CH2:19][CH2:18][CH:17]([NH:20][CH3:21])[CH2:16][CH2:15]2)=[O:10])[CH:5]=[C:4]([CH3:22])[N:3]=1.[Cl:23][C:24]1[CH:25]=[C:26]([CH2:31][C:32](Cl)=[O:33])[CH:27]=[CH:28][C:29]=1[Cl:30], predict the reaction product. The product is: [Cl:23][C:24]1[CH:25]=[C:26]([CH2:31][C:32]([N:20]([CH:17]2[CH2:16][CH2:15][N:14]([CH2:13][CH2:12][NH:11][C:9]([NH:8][C:6]3[CH:5]=[C:4]([CH3:22])[N:3]=[C:2]([CH3:1])[CH:7]=3)=[O:10])[CH2:19][CH2:18]2)[CH3:21])=[O:33])[CH:27]=[CH:28][C:29]=1[Cl:30]. (8) Given the reactants [CH3:1][C:2]([CH3:28])([CH3:27])[C:3]([C:5]1[C:13]2[C:8](=[N:9][CH:10]=[C:11]([Sn](CCCC)(CCCC)CCCC)[N:12]=2)[NH:7][CH:6]=1)=[O:4].Br[C:30]1[CH:35]=[CH:34][CH:33]=[C:32]([N:36]2[CH2:40][CH2:39][CH2:38][CH2:37]2)[N:31]=1, predict the reaction product. The product is: [CH3:28][C:2]([CH3:1])([CH3:27])[C:3]([C:5]1[C:13]2[C:8](=[N:9][CH:10]=[C:11]([C:30]3[CH:35]=[CH:34][CH:33]=[C:32]([N:36]4[CH2:40][CH2:39][CH2:38][CH2:37]4)[N:31]=3)[N:12]=2)[NH:7][CH:6]=1)=[O:4]. (9) Given the reactants BrN1C(=[O:7])CCC1=O.[C:9]1([CH2:15][C:16]([C:18]2[CH:23]=[CH:22][CH:21]=[C:20]([C:24]([F:27])([F:26])[F:25])[CH:19]=2)=[O:17])[CH:14]=[CH:13][CH:12]=[CH:11][CH:10]=1, predict the reaction product. The product is: [C:9]1([C:15](=[O:7])[C:16]([C:18]2[CH:23]=[CH:22][CH:21]=[C:20]([C:24]([F:25])([F:26])[F:27])[CH:19]=2)=[O:17])[CH:10]=[CH:11][CH:12]=[CH:13][CH:14]=1.